Dataset: Catalyst prediction with 721,799 reactions and 888 catalyst types from USPTO. Task: Predict which catalyst facilitates the given reaction. (1) Reactant: [NH:1]1[CH2:6][CH2:5][CH:4]([C:7]([C:9]2[CH:14]=[CH:13][CH:12]=[C:11]([C:15]([F:18])([F:17])[F:16])[CH:10]=2)=[O:8])[CH2:3][CH2:2]1.[C:19]1([C:25]2[NH:26][C:27]([CH:30]=O)=[CH:28][N:29]=2)[CH:24]=[CH:23][CH:22]=[CH:21][CH:20]=1. Product: [C:19]1([C:25]2[NH:26][C:27]([CH2:30][N:1]3[CH2:2][CH2:3][CH:4]([C:7]([C:9]4[CH:14]=[CH:13][CH:12]=[C:11]([C:15]([F:16])([F:17])[F:18])[CH:10]=4)=[O:8])[CH2:5][CH2:6]3)=[CH:28][N:29]=2)[CH:20]=[CH:21][CH:22]=[CH:23][CH:24]=1. The catalyst class is: 2. (2) Reactant: Cl[C:2]1[N:7]([CH3:8])[C:6](=[O:9])[C:5]([C:10]2[CH:15]=[CH:14][C:13]([O:16][C:17]3[C:26]4[C:21](=[CH:22][C:23]([O:29][CH3:30])=[C:24]([O:27][CH3:28])[CH:25]=4)[N:20]=[CH:19][CH:18]=3)=[C:12]([F:31])[CH:11]=2)=[CH:4][N:3]=1.[F:32][C:33]1[CH:34]=[C:35]([CH:37]=[CH:38][CH:39]=1)[NH2:36]. Product: [CH3:28][O:27][C:24]1[CH:25]=[C:26]2[C:21](=[CH:22][C:23]=1[O:29][CH3:30])[N:20]=[CH:19][CH:18]=[C:17]2[O:16][C:13]1[CH:14]=[CH:15][C:10]([C:5]2[C:6](=[O:9])[N:7]([CH3:8])[C:2]([NH:36][C:35]3[CH:37]=[CH:38][CH:39]=[C:33]([F:32])[CH:34]=3)=[N:3][CH:4]=2)=[CH:11][C:12]=1[F:31]. The catalyst class is: 393.